From a dataset of M1 muscarinic receptor agonist screen with 61,833 compounds. Binary Classification. Given a drug SMILES string, predict its activity (active/inactive) in a high-throughput screening assay against a specified biological target. The result is 0 (inactive). The drug is s1c(C(N2CCN(CC2)c2ccccc2)C(NC(=O)Cc2sccc2)C)ccc1.